From a dataset of Forward reaction prediction with 1.9M reactions from USPTO patents (1976-2016). Predict the product of the given reaction. (1) The product is: [Cl:14][C:6]1[CH:5]=[C:4]([CH:15]([CH2:21][CH:22]2[CH2:24][CH2:23]2)[C:16]([O:18][CH2:19][CH3:20])=[O:17])[CH:3]=[C:2]([C:29]2[CH:30]=[CH:31][C:26]([CH3:25])=[CH:27][CH:28]=2)[C:7]=1[O:8][CH2:9][C:10]([F:13])([F:12])[F:11]. Given the reactants Br[C:2]1[CH:3]=[C:4]([CH:15]([CH2:21][CH:22]2[CH2:24][CH2:23]2)[C:16]([O:18][CH2:19][CH3:20])=[O:17])[CH:5]=[C:6]([Cl:14])[C:7]=1[O:8][CH2:9][C:10]([F:13])([F:12])[F:11].[CH3:25][C:26]1[CH:31]=[CH:30][C:29](B(O)O)=[CH:28][CH:27]=1.[F-].[Cs+], predict the reaction product. (2) Given the reactants [CH3:1][S:2]([O:5][CH2:6][CH3:7])(=[O:4])=[O:3].[C:8]([C:11]1[S:12][C:13]([Cl:16])=[CH:14][CH:15]=1)(=[O:10])[CH3:9], predict the reaction product. The product is: [Cl:16][C:13]1[S:12][C:11]([C:8]([OH:10])([CH3:9])[CH2:1][S:2]([O:5][CH2:6][CH3:7])(=[O:4])=[O:3])=[CH:15][CH:14]=1. (3) The product is: [Cl:1][C:2]1[CH:21]=[C:20]([Cl:22])[CH:19]=[CH:18][C:3]=1[CH2:4][O:5][C:6]1[CH:17]=[CH:16][C:9]2[CH:10]([C:13]([NH:27][S:24]([CH3:23])(=[O:26])=[O:25])=[O:14])[CH2:11][O:12][C:8]=2[CH:7]=1. Given the reactants [Cl:1][C:2]1[CH:21]=[C:20]([Cl:22])[CH:19]=[CH:18][C:3]=1[CH2:4][O:5][C:6]1[CH:17]=[CH:16][C:9]2[CH:10]([C:13](O)=[O:14])[CH2:11][O:12][C:8]=2[CH:7]=1.[CH3:23][S:24]([NH2:27])(=[O:26])=[O:25].CCN=C=NCCCN(C)C, predict the reaction product.